Dataset: Reaction yield outcomes from USPTO patents with 853,638 reactions. Task: Predict the reaction yield, written as a fraction of the theoretical maximum amount of product (1.0 means a 100% yield; for example, 0.34 means a 34% yield). (1) The reactants are [Cl:1][C:2]1[CH:7]=[CH:6][N:5]=[C:4]([NH2:8])[C:3]=1I.CC1(C)C(C)(C)OB([C:18]2[CH:27]=[CH:26][C:21]([C:22]([O:24][CH3:25])=[O:23])=[CH:20][C:19]=2[C:28](OC)=[O:29])O1. No catalyst specified. The product is [Cl:1][C:2]1[CH:7]=[CH:6][N:5]=[C:4]2[C:3]=1[C:18]1[CH:27]=[CH:26][C:21]([C:22]([O:24][CH3:25])=[O:23])=[CH:20][C:19]=1[C:28](=[O:29])[NH:8]2. The yield is 0.480. (2) The reactants are [CH3:1][Mg]Br.[Cl:4][C:5]1[N:6]=[CH:7][N:8]([C:10]2[CH:15]=[CH:14][C:13]([NH:16][C:17]3[N:38]=[C:20]4[CH:21]([C:27]5[CH:32]=[CH:31][C:30]([O:33][C:34]([F:37])([F:36])[F:35])=[CH:29][CH:28]=5)[CH2:22][C:23](=[O:26])[CH2:24][CH2:25][N:19]4[N:18]=3)=[CH:12][C:11]=2[O:39][CH3:40])[CH:9]=1. The catalyst is C1COCC1.[Cu]I. The product is [Cl:4][C:5]1[N:6]=[CH:7][N:8]([C:10]2[CH:15]=[CH:14][C:13]([NH:16][C:17]3[N:38]=[C:20]4[C@@H:21]([C:27]5[CH:28]=[CH:29][C:30]([O:33][C:34]([F:37])([F:36])[F:35])=[CH:31][CH:32]=5)[CH2:22][C@@:23]([CH3:1])([OH:26])[CH2:24][CH2:25][N:19]4[N:18]=3)=[CH:12][C:11]=2[O:39][CH3:40])[CH:9]=1. The yield is 0.0400. (3) The reactants are [CH2:1]([O:8][C:9]1[CH:14]=[CH:13][CH:12]=[CH:11][C:10]=1[OH:15])[C:2]1[CH:7]=[CH:6][CH:5]=[CH:4][CH:3]=1.[Br-:16].[Br-].[Br-].[NH+]1C=CC=CC=1.[NH+]1C=CC=CC=1.[NH+]1C=CC=CC=1.O. The catalyst is ClCCl. The product is [CH2:1]([O:8][C:9]1[CH:14]=[C:13]([Br:16])[CH:12]=[CH:11][C:10]=1[OH:15])[C:2]1[CH:3]=[CH:4][CH:5]=[CH:6][CH:7]=1. The yield is 0.570. (4) The reactants are [SH:1][C:2]1[CH:7]=[CH:6][C:5]([B:8]([OH:10])[OH:9])=[CH:4][CH:3]=1.Br[CH2:12][C:13]([NH2:15])=[O:14].C([O-])([O-])=O.[K+].[K+]. The catalyst is CC#N. The product is [NH2:15][C:13](=[O:14])[CH2:12][S:1][C:2]1[CH:7]=[CH:6][C:5]([B:8]([OH:10])[OH:9])=[CH:4][CH:3]=1. The yield is 0.490. (5) The reactants are CS([C:4]1[S:5][C:6]2[CH:12]=[C:11]([CH2:13][N:14]3[C:18]4[CH:19]=[CH:20][C:21]([C:23]([F:26])([F:25])[F:24])=[CH:22][C:17]=4[N:16]=[CH:15]3)[CH:10]=[CH:9][C:7]=2[N:8]=1)=O.[NH2:27][C@@H:28]1[CH2:33][CH2:32][CH2:31][CH2:30][C@H:29]1[OH:34].CCN(C(C)C)C(C)C.CN1C(=O)CCC1. The catalyst is CCOC(C)=O. The product is [F:26][C:23]([F:25])([F:24])[C:21]1[CH:20]=[CH:19][C:18]2[N:14]([CH2:13][C:11]3[CH:10]=[CH:9][C:7]4[N:8]=[C:4]([NH:27][C@@H:28]5[CH2:33][CH2:32][CH2:31][CH2:30][C@H:29]5[OH:34])[S:5][C:6]=4[CH:12]=3)[CH:15]=[N:16][C:17]=2[CH:22]=1. The yield is 0.230.